This data is from Forward reaction prediction with 1.9M reactions from USPTO patents (1976-2016). The task is: Predict the product of the given reaction. (1) Given the reactants [I:1][C:2]#[C:3][C:4]1[CH:8]=[CH:7][S:6][CH:5]=1.[CH2:9]([N:16]=[N+:17]=[N-:18])[C:10]1[CH:15]=[CH:14][CH:13]=[CH:12][CH:11]=1, predict the reaction product. The product is: [I:1][C:2]1[N:16]([CH2:9][C:10]2[CH:15]=[CH:14][CH:13]=[CH:12][CH:11]=2)[N:17]=[N:18][C:3]=1[C:4]1[CH:8]=[CH:7][S:6][CH:5]=1. (2) Given the reactants [CH3:1][O:2][C:3](=[O:30])[C@H:4]([O:28][CH3:29])[CH:5]([NH:20]C(OC(C)(C)C)=O)[CH2:6][C:7]1[CH:12]=[CH:11][C:10]([C:13]2[CH:18]=[CH:17][CH:16]=[C:15]([Cl:19])[CH:14]=2)=[CH:9][CH:8]=1.Cl, predict the reaction product. The product is: [ClH:19].[CH3:1][O:2][C:3](=[O:30])[C@H:4]([O:28][CH3:29])[CH:5]([NH2:20])[CH2:6][C:7]1[CH:8]=[CH:9][C:10]([C:13]2[CH:18]=[CH:17][CH:16]=[C:15]([Cl:19])[CH:14]=2)=[CH:11][CH:12]=1. (3) Given the reactants [S:1]1[CH:5]=[CH:4][C:3]([C:6]2[O:10][N:9]=[C:8]([CH2:11][OH:12])[CH:7]=2)=[CH:2]1.CC(OI1(OC(C)=O)(OC(C)=O)OC(=O)C2C=CC=CC1=2)=O.C(OCC)C, predict the reaction product. The product is: [S:1]1[CH:5]=[CH:4][C:3]([C:6]2[O:10][N:9]=[C:8]([CH:11]=[O:12])[CH:7]=2)=[CH:2]1.